From a dataset of NCI-60 drug combinations with 297,098 pairs across 59 cell lines. Regression. Given two drug SMILES strings and cell line genomic features, predict the synergy score measuring deviation from expected non-interaction effect. Drug 1: C1=CC(=C2C(=C1NCCNCCO)C(=O)C3=C(C=CC(=C3C2=O)O)O)NCCNCCO. Drug 2: CCCCCOC(=O)NC1=NC(=O)N(C=C1F)C2C(C(C(O2)C)O)O. Cell line: NCI-H226. Synergy scores: CSS=38.5, Synergy_ZIP=0.454, Synergy_Bliss=0.256, Synergy_Loewe=-18.7, Synergy_HSA=1.27.